This data is from NCI-60 drug combinations with 297,098 pairs across 59 cell lines. The task is: Regression. Given two drug SMILES strings and cell line genomic features, predict the synergy score measuring deviation from expected non-interaction effect. (1) Drug 1: CCC1=CC2CC(C3=C(CN(C2)C1)C4=CC=CC=C4N3)(C5=C(C=C6C(=C5)C78CCN9C7C(C=CC9)(C(C(C8N6C)(C(=O)OC)O)OC(=O)C)CC)OC)C(=O)OC.C(C(C(=O)O)O)(C(=O)O)O. Drug 2: C1CN1P(=S)(N2CC2)N3CC3. Cell line: NCIH23. Synergy scores: CSS=39.6, Synergy_ZIP=-3.51, Synergy_Bliss=0.793, Synergy_Loewe=-0.445, Synergy_HSA=3.28. (2) Drug 1: CC1C(C(CC(O1)OC2CC(CC3=C2C(=C4C(=C3O)C(=O)C5=C(C4=O)C(=CC=C5)OC)O)(C(=O)C)O)N)O.Cl. Drug 2: CC1=C(C=C(C=C1)C(=O)NC2=CC(=CC(=C2)C(F)(F)F)N3C=C(N=C3)C)NC4=NC=CC(=N4)C5=CN=CC=C5. Cell line: SN12C. Synergy scores: CSS=19.4, Synergy_ZIP=-1.08, Synergy_Bliss=2.43, Synergy_Loewe=-6.71, Synergy_HSA=1.03. (3) Drug 1: C1CC(=O)NC(=O)C1N2CC3=C(C2=O)C=CC=C3N. Drug 2: CC1C(C(CC(O1)OC2CC(OC(C2O)C)OC3=CC4=CC5=C(C(=O)C(C(C5)C(C(=O)C(C(C)O)O)OC)OC6CC(C(C(O6)C)O)OC7CC(C(C(O7)C)O)OC8CC(C(C(O8)C)O)(C)O)C(=C4C(=C3C)O)O)O)O. Cell line: COLO 205. Synergy scores: CSS=-2.34, Synergy_ZIP=5.44, Synergy_Bliss=3.59, Synergy_Loewe=0.477, Synergy_HSA=-0.360. (4) Drug 1: C1=CC(=CC=C1C#N)C(C2=CC=C(C=C2)C#N)N3C=NC=N3. Drug 2: C1CN1C2=NC(=NC(=N2)N3CC3)N4CC4. Cell line: SNB-19. Synergy scores: CSS=15.7, Synergy_ZIP=-3.81, Synergy_Bliss=-2.93, Synergy_Loewe=-2.66, Synergy_HSA=-1.16. (5) Drug 1: COC1=C2C(=CC3=C1OC=C3)C=CC(=O)O2. Drug 2: C1CCC(C(C1)N)N.C(=O)(C(=O)[O-])[O-].[Pt+4]. Cell line: PC-3. Synergy scores: CSS=15.0, Synergy_ZIP=-6.45, Synergy_Bliss=-4.88, Synergy_Loewe=-9.14, Synergy_HSA=-1.95. (6) Drug 1: CN1C(=O)N2C=NC(=C2N=N1)C(=O)N. Drug 2: C1C(C(OC1N2C=NC(=NC2=O)N)CO)O. Cell line: EKVX. Synergy scores: CSS=-0.914, Synergy_ZIP=0.504, Synergy_Bliss=-1.29, Synergy_Loewe=-2.89, Synergy_HSA=-2.83.